Dataset: Full USPTO retrosynthesis dataset with 1.9M reactions from patents (1976-2016). Task: Predict the reactants needed to synthesize the given product. (1) Given the product [CH3:12][N:13]([CH3:15])[CH:14]=[CH:8][C:7]([C:4]1[S:5][CH:6]=[C:2]([CH3:1])[CH:3]=1)=[O:9], predict the reactants needed to synthesize it. The reactants are: [CH3:1][C:2]1[CH:3]=[C:4]([C:7](=[O:9])[CH3:8])[S:5][CH:6]=1.CO[CH:12](OC)[N:13]([CH3:15])[CH3:14]. (2) Given the product [Br:17][C:4]1[C:5]([OH:11])=[C:6]([C:8](=[O:10])[CH3:9])[CH:7]=[C:2]([F:1])[C:3]=1[CH3:12], predict the reactants needed to synthesize it. The reactants are: [F:1][C:2]1[C:3]([CH3:12])=[CH:4][C:5]([OH:11])=[C:6]([C:8](=[O:10])[CH3:9])[CH:7]=1.C(O)(=O)C.[Br:17]N1C(=O)CCC1=O. (3) Given the product [CH2:1]([O:8][C:9]([N:11]1[CH2:15][CH2:14][CH2:13][C@H:12]1[C:16]1[N:17]=[C:18]2[C:23]([C:27]3[CH:28]=[CH:29][CH:30]=[CH:31][C:26]=3[CH3:35])=[CH:22][CH:21]=[CH:20][N:19]2[CH:25]=1)=[O:10])[C:2]1[CH:7]=[CH:6][CH:5]=[CH:4][CH:3]=1, predict the reactants needed to synthesize it. The reactants are: [CH2:1]([O:8][C:9]([N:11]1[CH2:15][CH2:14][CH2:13][C@H:12]1[C:16]1[N:17]=[C:18]2[C:23](Br)=[CH:22][CH:21]=[CH:20][N:19]2[CH:25]=1)=[O:10])[C:2]1[CH:7]=[CH:6][CH:5]=[CH:4][CH:3]=1.[C:26]1([CH3:35])[CH:31]=[CH:30][CH:29]=[CH:28][C:27]=1B(O)O.C(=O)([O-])[O-].[K+].[K+]. (4) Given the product [CH:24]([C:27]1[CH:28]=[CH:29][C:30]([O:36][CH3:37])=[C:31]([C:7]2[CH:8]=[C:3]([O:2][CH3:1])[C:4]([C:20]([F:23])([F:22])[F:21])=[CH:5][C:6]=2[N+:17]([O-:19])=[O:18])[CH:32]=1)([CH3:26])[CH3:25], predict the reactants needed to synthesize it. The reactants are: [CH3:1][O:2][C:3]1[C:4]([C:20]([F:23])([F:22])[F:21])=[CH:5][C:6]([N+:17]([O-:19])=[O:18])=[C:7](OS(C(F)(F)F)(=O)=O)[CH:8]=1.[CH:24]([C:27]1[CH:28]=[CH:29][C:30]([O:36][CH3:37])=[C:31](B(O)O)[CH:32]=1)([CH3:26])[CH3:25].C(=O)([O-])[O-].[Cs+].[Cs+].C(OCC)(=O)C. (5) Given the product [CH2:1]([C:3]1[N:8]=[C:7]2[N:9]([CH:13]([CH2:16][CH3:17])[CH2:14][CH3:15])[N:10]=[C:11]([CH3:12])[C:6]2=[N:5][C:4]=1[C:18]1[C:19]([N:36]([CH3:37])[CH3:35])=[N:20][C:21]([CH:24]([CH3:26])[CH3:25])=[CH:22][CH:23]=1)[CH3:2], predict the reactants needed to synthesize it. The reactants are: [CH2:1]([C:3]1[N:8]=[C:7]2[N:9]([CH:13]([CH2:16][CH3:17])[CH2:14][CH3:15])[N:10]=[C:11]([CH3:12])[C:6]2=[N:5][C:4]=1[C:18]1[C:19](OS(C(F)(F)F)(=O)=O)=[N:20][C:21]([CH:24]([CH3:26])[CH3:25])=[CH:22][CH:23]=1)[CH3:2].[CH3:35][NH:36][CH3:37].O. (6) The reactants are: [C:1]1([C:7]2[NH:8][C:9]3[CH:10]=[CH:11][CH:12]=[C:13]4[C:19](=[O:20])[NH:18][CH2:17][CH2:16][C:15]=2[C:14]=34)[CH:6]=[CH:5][CH:4]=[CH:3][CH:2]=1.[Cl:21]C1C=CC=CC=1B(O)O. Given the product [Cl:21][C:6]1[CH:5]=[CH:4][CH:3]=[CH:2][C:1]=1[C:7]1[NH:8][C:9]2[CH:10]=[CH:11][CH:12]=[C:13]3[C:19](=[O:20])[NH:18][CH2:17][CH2:16][C:15]=1[C:14]=23, predict the reactants needed to synthesize it.